The task is: Predict the product of the given reaction.. This data is from Forward reaction prediction with 1.9M reactions from USPTO patents (1976-2016). (1) The product is: [Br:18][CH2:19][CH2:20][CH2:21][CH2:22][O:17][C:15]1[CH:14]=[CH:13][C:12]2[C:8]([C:5]3[CH:4]=[CH:3][C:2]([F:1])=[CH:7][CH:6]=3)=[N:9][S:10][C:11]=2[CH:16]=1. Given the reactants [F:1][C:2]1[CH:7]=[CH:6][C:5]([C:8]2[C:12]3[CH:13]=[CH:14][C:15]([OH:17])=[CH:16][C:11]=3[S:10][N:9]=2)=[CH:4][CH:3]=1.[Br:18][CH2:19][CH2:20][CH2:21][CH2:22]Br, predict the reaction product. (2) Given the reactants [C:1]([C:4]1[CH:5]=[C:6]([N:16]([CH3:23])[C:17](=[O:22])[C:18]([F:21])([F:20])[F:19])[CH:7]=[C:8]([S:10]([F:15])([F:14])([F:13])([F:12])[F:11])[CH:9]=1)(=[O:3])[CH3:2].[Br-:24].[Br-].[Br-].C1([N+](C)(C)C)C=CC=CC=1.C1([N+](C)(C)C)C=CC=CC=1.C1([N+](C)(C)C)C=CC=CC=1.S(=O)(=O)(O)O, predict the reaction product. The product is: [Br:24][CH2:2][C:1]([C:4]1[CH:5]=[C:6]([N:16]([CH3:23])[C:17](=[O:22])[C:18]([F:21])([F:19])[F:20])[CH:7]=[C:8]([S:10]([F:14])([F:15])([F:13])([F:12])[F:11])[CH:9]=1)=[O:3]. (3) The product is: [CH2:1]([O:8][C:9]([N:26]1[CH2:31][CH2:30][CH:29]([CH:19]=[CH:20][C:21]([OH:23])=[O:22])[CH2:28][CH2:27]1)=[O:10])[C:2]1[CH:3]=[CH:4][CH:5]=[CH:6][CH:7]=1. Given the reactants [CH2:1]([O:8][C:9](C(N1CCCCC1)=O)=[O:10])[C:2]1[CH:7]=[CH:6][CH:5]=[CH:4][CH:3]=1.[C:19](O)(=O)[CH2:20][C:21]([OH:23])=[O:22].[N:26]1[CH:31]=[CH:30][CH:29]=[CH:28][CH:27]=1.N1CCCCC1, predict the reaction product. (4) Given the reactants [Cl:1][C:2]1[CH:7]=[CH:6][C:5]([C:8]([C:10]2[CH:15]=[CH:14][C:13]([OH:16])=[CH:12][CH:11]=2)=[O:9])=[CH:4][CH:3]=1.Br[C:18]([CH3:24])([CH3:23])[C:19]([O:21]C)=[O:20].C(=O)([O-])[O-].[K+].[K+].[OH-].[OH:32][CH2:33][CH2:34][N+:35]([CH3:38])([CH3:37])[CH3:36], predict the reaction product. The product is: [OH:32][CH2:33][CH2:34][N+:35]([CH3:38])([CH3:37])[CH3:36].[Cl:1][C:2]1[CH:7]=[CH:6][C:5]([C:8]([C:10]2[CH:15]=[CH:14][C:13]([O:16][C:18]([CH3:24])([CH3:23])[C:19]([O-:21])=[O:20])=[CH:12][CH:11]=2)=[O:9])=[CH:4][CH:3]=1. (5) Given the reactants [CH2:1]([O:8][N:9]1[C:18]2[C:13](=[CH:14][C:15]([C:19]#[C:20][CH2:21][CH2:22][CH2:23][CH2:24][OH:25])=[CH:16][N:17]=2)[C:12]([NH:26][CH2:27][C:28]2[CH:33]=[CH:32][C:31]([O:34][CH3:35])=[CH:30][C:29]=2[O:36][CH3:37])=[C:11]([C:38]([NH:40][CH2:41][C:42]2[CH:47]=[CH:46][C:45]([F:48])=[CH:44][C:43]=2[F:49])=[O:39])[C:10]1=[O:50])[C:2]1[CH:7]=[CH:6][CH:5]=[CH:4][CH:3]=1.[C:51](O[C:51](=[O:58])[C:52]1[CH:57]=[CH:56][CH:55]=[CH:54][CH:53]=1)(=[O:58])[C:52]1[CH:57]=[CH:56][CH:55]=[CH:54][CH:53]=1, predict the reaction product. The product is: [C:51]([O:25][CH2:24][CH2:23][CH2:22][CH2:21][C:20]#[C:19][C:15]1[CH:16]=[N:17][C:18]2[N:9]([O:8][CH2:1][C:2]3[CH:3]=[CH:4][CH:5]=[CH:6][CH:7]=3)[C:10](=[O:50])[C:11]([C:38](=[O:39])[NH:40][CH2:41][C:42]3[CH:47]=[CH:46][C:45]([F:48])=[CH:44][C:43]=3[F:49])=[C:12]([NH:26][CH2:27][C:28]3[CH:33]=[CH:32][C:31]([O:34][CH3:35])=[CH:30][C:29]=3[O:36][CH3:37])[C:13]=2[CH:14]=1)(=[O:58])[C:52]1[CH:57]=[CH:56][CH:55]=[CH:54][CH:53]=1. (6) Given the reactants [S:1]1[CH:5]=[CH:4][C:3]2[CH:6]=[C:7]([C:10]3[C:15]([CH:16]([CH2:21][CH2:22][CH3:23])[C:17]([O:19]C)=[O:18])=[C:14]([CH3:24])[N:13]=[C:12]([C:25]4[CH:30]=[CH:29][CH:28]=[CH:27][CH:26]=4)[N:11]=3)[CH:8]=[CH:9][C:2]1=2.[OH-].[Na+], predict the reaction product. The product is: [S:1]1[CH:5]=[CH:4][C:3]2[CH:6]=[C:7]([C:10]3[C:15]([CH:16]([CH2:21][CH2:22][CH3:23])[C:17]([OH:19])=[O:18])=[C:14]([CH3:24])[N:13]=[C:12]([C:25]4[CH:26]=[CH:27][CH:28]=[CH:29][CH:30]=4)[N:11]=3)[CH:8]=[CH:9][C:2]1=2. (7) Given the reactants N1[C:6]2[CH2:7][CH2:8][NH:9][C:5]=2N=CC=1.[NH:10]1CCC[C@H:11]1[C:12](O)=O.[C:18](C1CCCN1N)#N, predict the reaction product. The product is: [NH2:10][CH2:11][CH2:12][CH:5]1[CH2:6][CH2:7][CH2:8][N:9]1[CH3:18]. (8) Given the reactants C([O:3][CH:4](OCC)[CH2:5][CH2:6][CH2:7][N:8]([CH2:10][C:11]1[CH:18]=[CH:17][C:14]([C:15]#[N:16])=[CH:13][CH:12]=1)[CH3:9])C.Cl, predict the reaction product. The product is: [CH3:9][N:8]([CH2:10][C:11]1[CH:18]=[CH:17][C:14]([C:15]#[N:16])=[CH:13][CH:12]=1)[CH2:7][CH2:6][CH2:5][CH:4]=[O:3]. (9) The product is: [CH3:1][Si:2]([CH3:8])([CH3:7])[O:3][CH2:4][C:5]#[C:6][C:15]([O:17][CH2:18][CH3:19])=[O:16]. Given the reactants [CH3:1][Si:2]([CH3:8])([CH3:7])[O:3][CH2:4][C:5]#[CH:6].C([Li])CCC.Cl[C:15]([O:17][CH2:18][CH3:19])=[O:16], predict the reaction product.